This data is from NCI-60 drug combinations with 297,098 pairs across 59 cell lines. The task is: Regression. Given two drug SMILES strings and cell line genomic features, predict the synergy score measuring deviation from expected non-interaction effect. (1) Drug 1: CN1C2=C(C=C(C=C2)N(CCCl)CCCl)N=C1CCCC(=O)O.Cl. Drug 2: N.N.Cl[Pt+2]Cl. Cell line: MOLT-4. Synergy scores: CSS=61.0, Synergy_ZIP=2.67, Synergy_Bliss=4.29, Synergy_Loewe=-13.8, Synergy_HSA=4.32. (2) Drug 1: CC1OCC2C(O1)C(C(C(O2)OC3C4COC(=O)C4C(C5=CC6=C(C=C35)OCO6)C7=CC(=C(C(=C7)OC)O)OC)O)O. Drug 2: CC1=C(C(CCC1)(C)C)C=CC(=CC=CC(=CC(=O)O)C)C. Cell line: UO-31. Synergy scores: CSS=17.9, Synergy_ZIP=-5.33, Synergy_Bliss=1.30, Synergy_Loewe=2.11, Synergy_HSA=4.19. (3) Drug 1: CC(CN1CC(=O)NC(=O)C1)N2CC(=O)NC(=O)C2. Drug 2: C1C(C(OC1N2C=NC3=C(N=C(N=C32)Cl)N)CO)O. Cell line: UACC62. Synergy scores: CSS=17.6, Synergy_ZIP=-6.30, Synergy_Bliss=-1.51, Synergy_Loewe=0.266, Synergy_HSA=0.399. (4) Drug 1: CC(C1=C(C=CC(=C1Cl)F)Cl)OC2=C(N=CC(=C2)C3=CN(N=C3)C4CCNCC4)N. Drug 2: CC12CCC3C(C1CCC2O)C(CC4=C3C=CC(=C4)O)CCCCCCCCCS(=O)CCCC(C(F)(F)F)(F)F. Cell line: OVCAR-8. Synergy scores: CSS=4.10, Synergy_ZIP=0.706, Synergy_Bliss=4.61, Synergy_Loewe=2.82, Synergy_HSA=3.58.